This data is from Forward reaction prediction with 1.9M reactions from USPTO patents (1976-2016). The task is: Predict the product of the given reaction. (1) Given the reactants [CH3:1][O:2][C:3]1[CH:4]=[C:5]([CH:9]=[C:10]([O:12][CH3:13])[N:11]=1)[C:6]([OH:8])=O.[CH3:14][O:15][C:16](=[O:23])[C@@H:17]([CH2:19][CH:20]([CH3:22])[CH3:21])[NH2:18], predict the reaction product. The product is: [CH3:13][O:12][C:10]1[CH:9]=[C:5]([CH:4]=[C:3]([O:2][CH3:1])[N:11]=1)[C:6]([NH:18][C@H:17]([CH2:19][CH:20]([CH3:22])[CH3:21])[C:16]([O:15][CH3:14])=[O:23])=[O:8]. (2) Given the reactants [Si:1]([C:5]#[CH:6])([CH3:4])([CH3:3])[CH3:2].Br[C:8]1[CH:9]=[C:10]([CH:21]=[CH:22][CH:23]=1)[CH2:11][N:12]([CH3:20])[C:13](=[O:19])[O:14][C:15]([CH3:18])([CH3:17])[CH3:16], predict the reaction product. The product is: [C:15]([O:14][C:13](=[O:19])[N:12]([CH3:20])[CH2:11][C:10]1[CH:9]=[CH:8][CH:23]=[C:22]([C:6]#[C:5][Si:1]([CH3:4])([CH3:3])[CH3:2])[CH:21]=1)([CH3:18])([CH3:17])[CH3:16]. (3) Given the reactants [Cl:1][C:2]1[N:7]=[C:6]([N:8]2[CH2:13][C@@H:12]3[CH2:14][C@H:9]2[CH2:10][N:11]3[CH3:15])[C:5]([F:16])=[C:4]([NH:17][NH2:18])[N:3]=1.[CH:19]1([CH2:24][C@H:25]([CH2:29][N:30]([CH:39]=[O:40])[O:31][CH2:32][C:33]2[CH:38]=[CH:37][CH:36]=[CH:35][CH:34]=2)[C:26](O)=[O:27])[CH2:23][CH2:22][CH2:21][CH2:20]1.C1C=NC2N(O)N=NC=2C=1.CN1CCOCC1.C(Cl)CCl, predict the reaction product. The product is: [Cl:1][C:2]1[N:3]=[C:4]([NH:17][NH:18][C:26](=[O:27])[C@H:25]([CH2:24][CH:19]2[CH2:20][CH2:21][CH2:22][CH2:23]2)[CH2:29][N:30]([O:31][CH2:32][C:33]2[CH:34]=[CH:35][CH:36]=[CH:37][CH:38]=2)[CH:39]=[O:40])[C:5]([F:16])=[C:6]([N:8]2[CH2:13][C@@H:12]3[CH2:14][C@H:9]2[CH2:10][N:11]3[CH3:15])[N:7]=1. (4) Given the reactants [C:1]([Si:5]([CH3:24])([CH3:23])[O:6][C@H:7]1[C@H:11]2[O:12][CH2:13][C@@H:14](OS(C(F)(F)F)(=O)=O)[C@H:10]2[O:9][CH2:8]1)([CH3:4])([CH3:3])[CH3:2].[N-:25]=[N+:26]=[N-:27].[Na+], predict the reaction product. The product is: [N:25]([C@@H:14]1[C@H:10]2[O:9][CH2:8][C@@H:7]([O:6][Si:5]([C:1]([CH3:4])([CH3:3])[CH3:2])([CH3:24])[CH3:23])[C@H:11]2[O:12][CH2:13]1)=[N+:26]=[N-:27]. (5) Given the reactants F[C:2]1[CH:17]=[CH:16][CH:15]=[C:14](F)[C:3]=1[O:4][C:5]1[CH:13]=[CH:12][C:8]([C:9]([OH:11])=[O:10])=[CH:7][CH:6]=1.[F:19][C:20]1C=CC=CC=1COC1C=CC(C=O)=CC=1, predict the reaction product. The product is: [F:19][C:20]1[CH:2]=[CH:17][CH:16]=[CH:15][C:14]=1[CH2:3][O:4][C:5]1[CH:6]=[CH:7][C:8]([C:9]([OH:11])=[O:10])=[CH:12][CH:13]=1. (6) Given the reactants C([O:8][C:9]1[C:41]([O:42][CH3:43])=[CH:40][C:12]2[C:13](=[O:39])[N:14]3[CH2:38][CH2:37][CH2:36][C@H:15]3[C@H:16]([O:25][CH:26]3[C:31]([OH:32])=[C:30]([OH:33])[C:29]([OH:34])=[C:28]([OH:35])[O:27]3)[N:17]([C:18]([O:20][C:21]([CH3:24])([CH3:23])[CH3:22])=[O:19])[C:11]=2[CH:10]=1)C1C=CC=CC=1.OCC1(OC[C@@H](O)[C@@H](O)[C@H]1O)O, predict the reaction product. The product is: [OH:8][C:9]1[C:41]([O:42][CH3:43])=[CH:40][C:12]2[C:13](=[O:39])[N:14]3[CH2:38][CH2:37][CH2:36][C@H:15]3[C@H:16]([O:25][CH:26]3[C:31]([OH:32])=[C:30]([OH:33])[C:29]([OH:34])=[C:28]([OH:35])[O:27]3)[N:17]([C:18]([O:20][C:21]([CH3:24])([CH3:23])[CH3:22])=[O:19])[C:11]=2[CH:10]=1. (7) Given the reactants Cl[C:2]1[C:3]([NH2:9])=[N:4][CH:5]=[N:6][C:7]=1Cl.[CH2:10]([N:17]1[CH:21]=[C:20](B(O)O)[CH:19]=[N:18]1)[C:11]1[CH:16]=[CH:15][CH:14]=[CH:13][CH:12]=1.[NH2:25][CH2:26][C@@H:27]1[CH2:32][CH2:31][N:30]([C:33]([O:35]C(C)(C)C)=O)[CH2:29][C@H:28]1[OH:40].[C:41](O)(=O)[C:42]#C, predict the reaction product. The product is: [NH2:9][C:3]1[N:4]=[CH:5][N:6]=[C:7]([NH:25][CH2:26][C@@H:27]2[CH2:32][CH2:31][N:30]([C:33](=[O:35])[C:41]#[CH:42])[CH2:29][C@H:28]2[OH:40])[C:2]=1[C:20]1[CH:19]=[N:18][N:17]([CH2:10][C:11]2[CH:16]=[CH:15][CH:14]=[CH:13][CH:12]=2)[CH:21]=1. (8) Given the reactants [C:1]1(=[O:11])[C:10]2[C:5](=[CH:6][CH:7]=[CH:8][CH:9]=2)[CH2:4][CH2:3][CH2:2]1.[N-:12]=[N+]=[N-].[Na+].S(=O)(=O)(O)O, predict the reaction product. The product is: [NH:12]1[C:10]2[CH:9]=[CH:8][CH:7]=[CH:6][C:5]=2[CH2:4][CH2:3][CH2:2][C:1]1=[O:11].